From a dataset of Reaction yield outcomes from USPTO patents with 853,638 reactions. Predict the reaction yield, written as a fraction of the theoretical maximum amount of product (1.0 means a 100% yield; for example, 0.34 means a 34% yield). (1) The reactants are [Cl:1][C:2]1[C:7]2=[N:8][CH:9]=[C:10]([O:12]C)[N:11]=[C:6]2[CH:5]=[CH:4][N:3]=1.B(Br)(Br)Br.ClCCl. The catalyst is ClCCCl. The product is [Cl:1][C:2]1[C:7]2=[N:8][CH:9]=[C:10]([OH:12])[N:11]=[C:6]2[CH:5]=[CH:4][N:3]=1. The yield is 1.55. (2) The reactants are N1C=CC=C(OC2C=NC=CC=2)C=1.C(OCC[N+](C)(C)C)(=O)C.[OH:24][CH2:25][C@@H:26]1[CH2:31][N:30]([CH2:32][C:33]([N:35]2[C:43]3[C:38](=[CH:39][CH:40]=[CH:41][CH:42]=3)[CH2:37][CH2:36]2)=[O:34])[CH2:29][CH2:28][O:27]1.[C:44]1(P([C:44]2[CH:49]=[CH:48][CH:47]=[CH:46][CH:45]=2)[C:44]2[CH:49]=[CH:48][CH:47]=[CH:46][CH:45]=2)[CH:49]=[CH:48][CH:47]=[CH:46][CH:45]=1.N(C(OCC)=O)=NC(OCC)=O.C1(O)C=CC=CC=1. The catalyst is C1COCC1. The product is [N:35]1([C:33](=[O:34])[CH2:32][N:30]2[CH2:29][CH2:28][O:27][C@H:26]([CH2:25][O:24][C:44]3[CH:49]=[CH:48][CH:47]=[CH:46][CH:45]=3)[CH2:31]2)[C:43]2[C:38](=[CH:39][CH:40]=[CH:41][CH:42]=2)[CH2:37][CH2:36]1. The yield is 0.620.